From a dataset of M1 muscarinic receptor agonist screen with 61,833 compounds. Binary Classification. Given a drug SMILES string, predict its activity (active/inactive) in a high-throughput screening assay against a specified biological target. The molecule is o1c2c(n3c(c2)c(=O)n(nc3)CC(OC)=O)cc1C. The result is 0 (inactive).